From a dataset of Reaction yield outcomes from USPTO patents with 853,638 reactions. Predict the reaction yield, written as a fraction of the theoretical maximum amount of product (1.0 means a 100% yield; for example, 0.34 means a 34% yield). (1) The reactants are Cl[C:2]([O:4][CH:5]([CH3:7])[CH3:6])=[O:3].[CH3:8][O:9][C:10]([C:12]1[C:13]([NH2:21])=[C:14]2[C:18](=[CH:19][CH:20]=1)[CH2:17][CH2:16][CH2:15]2)=[O:11].N1C=CC=CC=1.Cl. The catalyst is ClCCl. The product is [CH3:8][O:9][C:10]([C:12]1[C:13]([NH:21][C:2]([O:4][CH:5]([CH3:7])[CH3:6])=[O:3])=[C:14]2[C:18](=[CH:19][CH:20]=1)[CH2:17][CH2:16][CH2:15]2)=[O:11]. The yield is 0.930. (2) The reactants are C([O-])([O-])=O.[K+].[K+].[CH3:7][C@@H:8]1[CH2:13][NH:12][CH2:11][CH2:10][NH:9]1.[Cl:14][C:15]1[N:16]=[N:17][C:18](Cl)=[C:19]([CH3:22])[C:20]=1[CH3:21]. The catalyst is CN(C=O)C. The product is [Cl:14][C:15]1[N:16]=[N:17][C:18]([N:12]2[CH2:11][CH2:10][NH:9][C@H:8]([CH3:7])[CH2:13]2)=[C:19]([CH3:22])[C:20]=1[CH3:21]. The yield is 0.490. (3) The reactants are [F:1][C:2]1[CH:3]=[C:4]([N:9]2[C:14](=[O:15])[C:13]([O:16][CH2:17][C:18]([OH:21])([CH3:20])[CH3:19])=[C:12]([C:22]3[CH:27]=[CH:26][C:25]([S:28](C)(=[O:30])=[O:29])=[CH:24][CH:23]=3)[CH:11]=[N:10]2)[CH:5]=[CH:6][C:7]=1[F:8].C[Si]([N-:36][Si](C)(C)C)(C)C.[Na+].[OH-].[Na+].O.O.O.C([O-])(=O)C.[Na+].NOS(O)(=O)=O. The catalyst is C1COCC1.O. The product is [F:1][C:2]1[CH:3]=[C:4]([N:9]2[C:14](=[O:15])[C:13]([O:16][CH2:17][C:18]([OH:21])([CH3:20])[CH3:19])=[C:12]([C:22]3[CH:27]=[CH:26][C:25]([S:28]([NH2:36])(=[O:30])=[O:29])=[CH:24][CH:23]=3)[CH:11]=[N:10]2)[CH:5]=[CH:6][C:7]=1[F:8]. The yield is 0.180. (4) The reactants are C1(C)C=CC(S(CC[O:12][C:13](=[O:52])[CH:14]([O:17][C:18]2[CH:23]=[CH:22][C:21]([S:24]([N:27]3[C:31]4[CH:32]=[CH:33][CH:34]=[CH:35][C:30]=4[N:29]=[C:28]3[S:36]([CH2:38][C:39]3[C:44]([CH3:45])=[C:43]([O:46][CH2:47][C:48]([F:51])([F:50])[F:49])[CH:42]=[CH:41][N:40]=3)=[O:37])(=[O:26])=[O:25])=[CH:20][CH:19]=2)[CH2:15][CH3:16])(=O)=O)=CC=1.C([O-])(O)=O.[Na+:58]. The catalyst is CC#N.O. The product is [Na+:58].[CH3:45][C:44]1[C:39]([CH2:38][S:36]([C:28]2[N:27]([S:24]([C:21]3[CH:22]=[CH:23][C:18]([O:17][CH:14]([CH2:15][CH3:16])[C:13]([O-:52])=[O:12])=[CH:19][CH:20]=3)(=[O:25])=[O:26])[C:31]3[CH:32]=[CH:33][CH:34]=[CH:35][C:30]=3[N:29]=2)=[O:37])=[N:40][CH:41]=[CH:42][C:43]=1[O:46][CH2:47][C:48]([F:50])([F:49])[F:51]. The yield is 0.580. (5) The reactants are [CH2:1](OC1CCCCO1)[CH2:2][CH2:3][CH2:4][CH2:5][CH2:6][CH2:7][CH2:8][CH2:9][CH2:10][C:11]#[C:12][CH2:13][CH3:14].C(Br)(Br)(Br)[Br:23].C1(P(C2C=CC=CC=2)C2C=CC=CC=2)C=CC=CC=1. The catalyst is ClCCl. The product is [Br:23][CH2:1][CH2:2][CH2:3][CH2:4][CH2:5][CH2:6][CH2:7][CH2:8][CH2:9][CH2:10][C:11]#[C:12][CH2:13][CH3:14]. The yield is 0.870. (6) The reactants are [CH2:1](Br)[CH:2]=[CH2:3].C(=O)([O-])[O-].[K+].[K+].[CH3:11][O:12][C:13](=[O:34])[C:14]1[CH:19]=[CH:18][C:17]([OH:20])=[C:16]([NH:21][S:22]([C:25]2[CH:30]=[C:29]([Cl:31])[CH:28]=[CH:27][C:26]=2[O:32][CH3:33])(=[O:24])=[O:23])[CH:15]=1.[CH3:35][C:36]([CH3:38])=O. No catalyst specified. The product is [CH3:11][O:12][C:13](=[O:34])[C:14]1[CH:19]=[CH:18][C:17]([O:20][CH2:1][CH:2]=[CH2:3])=[C:16]([N:21]([CH2:38][CH:36]=[CH2:35])[S:22]([C:25]2[CH:30]=[C:29]([Cl:31])[CH:28]=[CH:27][C:26]=2[O:32][CH3:33])(=[O:23])=[O:24])[CH:15]=1. The yield is 1.00. (7) The reactants are [C:1]12([C:11]3[CH:21]=[CH:20][C:14]([O:15][CH2:16][C:17](O)=[O:18])=[CH:13][CH:12]=3)[CH2:10][CH:5]3[CH2:6][CH:7]([CH2:9][CH:3]([CH2:4]3)[CH2:2]1)[CH2:8]2.[CH3:22][C@@H:23]1[NH:28][CH2:27][CH2:26][N:25]([C:29]([O:31][C:32]([CH3:35])([CH3:34])[CH3:33])=[O:30])[CH2:24]1. No catalyst specified. The product is [C:1]12([C:11]3[CH:21]=[CH:20][C:14]([O:15][CH2:16][C:17]([N:28]4[CH2:27][CH2:26][N:25]([C:29]([O:31][C:32]([CH3:34])([CH3:33])[CH3:35])=[O:30])[CH2:24][C@@H:23]4[CH3:22])=[O:18])=[CH:13][CH:12]=3)[CH2:2][CH:3]3[CH2:9][CH:7]([CH2:6][CH:5]([CH2:4]3)[CH2:10]1)[CH2:8]2. The yield is 0.912.